Predict which catalyst facilitates the given reaction. From a dataset of Catalyst prediction with 721,799 reactions and 888 catalyst types from USPTO. (1) Reactant: [NH:1]1[C:9]2[C:4](=[CH:5][CH:6]=[CH:7][CH:8]=2)[CH:3]=[CH:2]1.[H-].[Na+].[CH3:12][C:13]1[CH:20]=[C:19]([CH3:21])[CH:18]=[C:17]([CH3:22])[C:14]=1[CH2:15]Cl.O. Product: [CH3:12][C:13]1[CH:20]=[C:19]([CH3:21])[CH:18]=[C:17]([CH3:22])[C:14]=1[CH2:15][N:1]1[C:9]2[C:4](=[CH:5][CH:6]=[CH:7][CH:8]=2)[CH:3]=[CH:2]1. The catalyst class is: 16. (2) Reactant: [F:1][C:2]1[CH:3]=[C:4]([C:10](=[NH:22])[NH:11][C:12]2[CH:17]=[CH:16][C:15]([S:18]([CH3:21])(=[O:20])=[O:19])=[CH:14][CH:13]=2)[CH:5]=[CH:6][C:7]=1[O:8][CH3:9].C(=O)(O)[O-].[Na+].Br[CH2:29][C:30](=[O:35])[C:31]([F:34])([F:33])[F:32]. Product: [F:1][C:2]1[CH:3]=[C:4]([C:10]2[N:11]([C:12]3[CH:17]=[CH:16][C:15]([S:18]([CH3:21])(=[O:19])=[O:20])=[CH:14][CH:13]=3)[CH2:29][C:30]([OH:35])([C:31]([F:34])([F:33])[F:32])[N:22]=2)[CH:5]=[CH:6][C:7]=1[O:8][CH3:9]. The catalyst class is: 32. (3) Reactant: [Cl:1][C:2]1[C:11]([N+:12]([O-:14])=[O:13])=[C:10](Cl)[C:9]2[C:4](=[CH:5][CH:6]=[CH:7][CH:8]=2)[N:3]=1.C(N(CC)CC)C.[CH3:23][C@H:24]([NH2:31])[C:25]1[CH:30]=[CH:29][CH:28]=[CH:27][CH:26]=1. Product: [Cl:1][C:2]1[C:11]([N+:12]([O-:14])=[O:13])=[C:10]([NH:31][C@H:24]([C:25]2[CH:30]=[CH:29][CH:28]=[CH:27][CH:26]=2)[CH3:23])[C:9]2[C:4](=[CH:5][CH:6]=[CH:7][CH:8]=2)[N:3]=1. The catalyst class is: 3. (4) Reactant: [ClH:1].[CH2:2]([O:4][C:5]1[C:10]2[CH2:11][O:12][C@:13]3([CH3:25])[C@H:17]([C:9]=2[CH:8]=[CH:7][CH:6]=1)[CH2:16][N:15](C(OC(C)(C)C)=O)[CH2:14]3)[CH3:3]. Product: [ClH:1].[CH2:2]([O:4][C:5]1[C:10]2[CH2:11][O:12][C@:13]3([CH3:25])[C@H:17]([C:9]=2[CH:8]=[CH:7][CH:6]=1)[CH2:16][NH:15][CH2:14]3)[CH3:3]. The catalyst class is: 169. (5) Reactant: [ClH:1].[F:2][C:3]1[CH:4]=[C:5]2[C:10](=[C:11]([F:13])[CH:12]=1)[O:9][CH2:8][C@H:7]([NH2:14])[CH2:6]2.C(OC(=O)[NH:21][CH2:22][C:23](=O)[CH2:24]O[Si](C(C)(C)C)(C)C)(C)(C)C.[S-:35][C:36]#[N:37].[K+].C(O)(=O)C. Product: [ClH:1].[NH2:21][CH2:22][C:23]1[N:14]([C@@H:7]2[CH2:6][C:5]3[C:10](=[C:11]([F:13])[CH:12]=[C:3]([F:2])[CH:4]=3)[O:9][CH2:8]2)[C:36](=[S:35])[NH:37][CH:24]=1. The catalyst class is: 13.